This data is from Catalyst prediction with 721,799 reactions and 888 catalyst types from USPTO. The task is: Predict which catalyst facilitates the given reaction. The catalyst class is: 3. Product: [CH:27]1([NH:30][C:6](=[O:7])[C:5]2[CH:9]=[CH:10][C:2]([CH3:1])=[C:3]([C:11]3[CH:12]=[C:13]4[C:17](=[CH:18][CH:19]=3)[C:16](=[O:20])[N:15]([C:21]3[CH:22]=[CH:23][CH:24]=[CH:25][CH:26]=3)[CH2:14]4)[CH:4]=2)[CH2:29][CH2:28]1. Reactant: [CH3:1][C:2]1[CH:10]=[CH:9][C:5]([C:6](O)=[O:7])=[CH:4][C:3]=1[C:11]1[CH:12]=[C:13]2[C:17](=[CH:18][CH:19]=1)[C:16](=[O:20])[N:15]([C:21]1[CH:26]=[CH:25][CH:24]=[CH:23][CH:22]=1)[CH2:14]2.[CH:27]1([NH2:30])[CH2:29][CH2:28]1.C1C=CC2N(O)N=NC=2C=1.C1CN([P+](ON2N=NC3C=CC=CC2=3)(N2CCCC2)N2CCCC2)CC1.F[P-](F)(F)(F)(F)F.C(N(CC)C(C)C)(C)C.